Dataset: Catalyst prediction with 721,799 reactions and 888 catalyst types from USPTO. Task: Predict which catalyst facilitates the given reaction. (1) Reactant: [Cl:1][C:2]1[S:6][C:5]([C:7]([OH:9])=O)=[CH:4][CH:3]=1.C(N1C=CN=C1)(N1C=CN=C1)=O.[Mg+].[C:23]([O:29][CH2:30][CH3:31])(=[O:28])[CH2:24]C([O-])=O.Cl. Product: [Cl:1][C:2]1[S:6][C:5]([C:7](=[O:9])[CH2:24][C:23]([O:29][CH2:30][CH3:31])=[O:28])=[CH:4][CH:3]=1. The catalyst class is: 355. (2) Reactant: F[C:2]1[CH:7]=[CH:6][C:5]([N+:8]([O-:10])=[O:9])=[CH:4][CH:3]=1.[CH:11]1[CH:16]=[C:15]([CH:17]=[O:18])[C:14]([OH:19])=[CH:13][CH:12]=1.C(=O)([O-])[O-].[K+].[K+].CN(C=O)C. Product: [N+:8]([C:5]1[CH:6]=[CH:7][C:2]([O:19][C:14]2[CH:13]=[CH:12][CH:11]=[CH:16][C:15]=2[CH:17]=[O:18])=[CH:3][CH:4]=1)([O-:10])=[O:9]. The catalyst class is: 6. (3) Reactant: [CH3:1][N:2]1[C:6](=[O:7])[CH:5]=[C:4]([C:8]2[CH:13]=[CH:12][CH:11]=[CH:10][CH:9]=2)[CH:3]1[C:14]([O:16][CH2:17][CH3:18])=[O:15]. Product: [CH2:17]([O:16][C:14]([C@@H:3]1[N:2]([CH3:1])[C:6](=[O:7])[CH2:5][C@@H:4]1[C:8]1[CH:9]=[CH:10][CH:11]=[CH:12][CH:13]=1)=[O:15])[CH3:18]. The catalyst class is: 256. (4) Reactant: [CH2:1]([O:5][C:6]1[CH:10]=[C:9](/[CH:11]=[CH:12]/[C:13]([O:15]CC)=[O:14])[N:8]([CH2:18][C:19]2[CH:24]=[CH:23][C:22]([C:25]([F:28])([F:27])[F:26])=[CH:21][CH:20]=2)[N:7]=1)[CH2:2][CH2:3][CH3:4].[OH-].[Na+].O1CCCC1. Product: [CH2:1]([O:5][C:6]1[CH:10]=[C:9](/[CH:11]=[CH:12]/[C:13]([OH:15])=[O:14])[N:8]([CH2:18][C:19]2[CH:24]=[CH:23][C:22]([C:25]([F:28])([F:27])[F:26])=[CH:21][CH:20]=2)[N:7]=1)[CH2:2][CH2:3][CH3:4]. The catalyst class is: 8. (5) Reactant: [CH3:1][C:2]([S:11][C:12]1[CH:17]=[CH:16][CH:15]=[C:14]([CH3:18])[CH:13]=1)([CH3:10])[C:3]([O:5][C:6]([CH3:9])([CH3:8])[CH3:7])=[O:4].[Br:19]N1C(=O)CCC1=O. Product: [Br:19][C:15]1[CH:16]=[CH:17][C:12]([S:11][C:2]([CH3:1])([CH3:10])[C:3]([O:5][C:6]([CH3:7])([CH3:8])[CH3:9])=[O:4])=[CH:13][C:14]=1[CH3:18]. The catalyst class is: 10. (6) Reactant: [O:1]=[C:2]([C:6]1[CH:11]=[CH:10][CH:9]=[CH:8][CH:7]=1)[CH2:3][C:4]#[N:5].[CH:12]1([NH2:18])[CH2:17][CH2:16][CH2:15][CH2:14][CH2:13]1. Product: [CH:12]1([NH:18][C:4](=[NH:5])[CH2:3][C:2](=[O:1])[C:6]2[CH:7]=[CH:8][CH:9]=[CH:10][CH:11]=2)[CH2:17][CH2:16][CH2:15][CH2:14][CH2:13]1. The catalyst class is: 8. (7) The catalyst class is: 173. Reactant: [C:1]([O:5][C:6]([N:8]([C:16]1[C:21]([C:22]#[C:23][Si:24]([CH3:27])([CH3:26])[CH3:25])=[N:20][C:19](Br)=[CH:18][N:17]=1)[C:9](=[O:15])[O:10][C:11]([CH3:14])([CH3:13])[CH3:12])=[O:7])([CH3:4])([CH3:3])[CH3:2].[NH:29]1[CH2:34][CH2:33][NH:32][CH2:31][CH2:30]1. Product: [C:1]([O:5][C:6]([N:8]([C:16]1[C:21]([C:22]#[C:23][Si:24]([CH3:27])([CH3:26])[CH3:25])=[N:20][C:19]([N:29]2[CH2:34][CH2:33][NH:32][CH2:31][CH2:30]2)=[CH:18][N:17]=1)[C:9](=[O:15])[O:10][C:11]([CH3:14])([CH3:13])[CH3:12])=[O:7])([CH3:4])([CH3:3])[CH3:2].